From a dataset of Peptide-MHC class II binding affinity with 134,281 pairs from IEDB. Regression. Given a peptide amino acid sequence and an MHC pseudo amino acid sequence, predict their binding affinity value. This is MHC class II binding data. The peptide sequence is EPTAAPAEPEAPAPE. The MHC is HLA-DQA10102-DQB10602 with pseudo-sequence HLA-DQA10102-DQB10602. The binding affinity (normalized) is 0.350.